From a dataset of Forward reaction prediction with 1.9M reactions from USPTO patents (1976-2016). Predict the product of the given reaction. Given the reactants [Cl:1][C:2]1[CH:11]=[CH:10][C:9]([OH:12])=[C:8]2[C:3]=1[CH:4]=[CH:5][CH:6]=[N:7]2.[CH2:13]=O.[NH:15]1[CH2:20][CH2:19][O:18][CH2:17][CH2:16]1, predict the reaction product. The product is: [Cl:1][C:2]1[CH:11]=[C:10]([CH2:13][N:15]2[CH2:20][CH2:19][O:18][CH2:17][CH2:16]2)[C:9]([OH:12])=[C:8]2[C:3]=1[CH:4]=[CH:5][CH:6]=[N:7]2.